Task: Predict the reaction yield, written as a fraction of the theoretical maximum amount of product (1.0 means a 100% yield; for example, 0.34 means a 34% yield).. Dataset: Reaction yield outcomes from USPTO patents with 853,638 reactions (1) The reactants are N1C=CN=CC=1C(N[C@H:10]([C:18]([NH:20][C@H:21]([C:29](O)=O)[CH2:22]C1C=CC=CC=1)=O)CC1C=CC=CC=1)=O.[CH:32]1[CH:33]=CC2N(O)N=NC=2[CH:37]=1.Cl.C(N=C=NCCCN(C)C)C. The catalyst is C1COCC1. The product is [CH:32]([N:20]([CH2:18][CH3:10])[CH:21]([CH3:22])[CH3:29])([CH3:33])[CH3:37]. The yield is 0.820. (2) The reactants are [N:1]1[CH:6]=[CH:5][C:4]([C:7]2[C:16]3[C:11](=[CH:12][CH:13]=[C:14]([CH:17]=O)[CH:15]=3)[N:10]=[CH:9][CH:8]=2)=[CH:3][CH:2]=1.C1(P(=[CH:38][C:39]([O:41][CH3:42])=[O:40])(C2C=CC=CC=2)C2C=CC=CC=2)C=CC=CC=1. The catalyst is CO. The product is [N:1]1[CH:2]=[CH:3][C:4]([C:7]2[C:16]3[C:11](=[CH:12][CH:13]=[C:14]([CH:17]=[CH:38][C:39]([O:41][CH3:42])=[O:40])[CH:15]=3)[N:10]=[CH:9][CH:8]=2)=[CH:5][CH:6]=1. The yield is 0.950. (3) The reactants are [Cl:1][C:2]1[CH:10]=[C:9]2[C:5]([C:6]([CH3:11])=[CH:7][NH:8]2)=[CH:4][CH:3]=1.[H-].[Na+].[CH3:14][O:15][C:16]1[C:25]2[C:20](=[CH:21][CH:22]=[CH:23][CH:24]=2)[C:19]([S:26](Cl)(=[O:28])=[O:27])=[CH:18][C:17]=1[N:30]1[CH2:35][CH2:34][N:33]([C:36](=[O:41])[C:37]([Cl:40])([Cl:39])[Cl:38])[CH2:32][CH2:31]1. The catalyst is C1COCC1. The product is [Cl:40][C:37]([Cl:38])([Cl:39])[C:36]([N:33]1[CH2:34][CH2:35][N:30]([C:17]2[CH:18]=[C:19]([S:26]([N:8]3[C:9]4[C:5](=[CH:4][CH:3]=[C:2]([Cl:1])[CH:10]=4)[C:6]([CH3:11])=[CH:7]3)(=[O:27])=[O:28])[C:20]3[C:25](=[CH:24][CH:23]=[CH:22][CH:21]=3)[C:16]=2[O:15][CH3:14])[CH2:31][CH2:32]1)=[O:41]. The yield is 0.244. (4) The reactants are [F:1][C:2]1[CH:3]=[C:4]([CH:7]=[CH:8][CH:9]=1)[CH:5]=[O:6].[C:10]([O:14][CH3:15])(=[O:13])[CH:11]=[CH2:12].[C-]#N.[K+].O. The catalyst is CN(C)C=O. The product is [CH3:15][O:14][C:10](=[O:13])[CH2:11][CH2:12][C:5]([C:4]1[CH:7]=[CH:8][CH:9]=[C:2]([F:1])[CH:3]=1)=[O:6]. The yield is 0.849. (5) The reactants are [S:1]1[CH:5]=[CH:4][C:3]([C:6]([OH:8])=O)=[CH:2]1.Cl.[CH3:10][NH:11][CH3:12].C1CCC(N=C=NC2CCCCC2)CC1.C(N(CC)CC)C. The catalyst is C(Cl)Cl.CN(C1C=CN=CC=1)C. The product is [CH3:10][N:11]([CH3:12])[C:6]([C:3]1[CH:4]=[CH:5][S:1][CH:2]=1)=[O:8]. The yield is 0.810. (6) The reactants are [C:1]([NH:4][CH2:5][CH2:6][CH2:7][C:8]([OH:10])=O)(=[O:3])[CH3:2].[CH:11]1([NH:14][C:15]([NH:17][C:18]2[CH:23]=[CH:22][C:21]([C:24]3[N:25]=[C:26]([N:33]4[CH2:38][CH2:37][O:36][CH2:35][C@@H:34]4[CH3:39])[C:27]4[CH2:32][NH:31][CH2:30][C:28]=4[N:29]=3)=[CH:20][CH:19]=2)=[O:16])[CH2:13][CH2:12]1. No catalyst specified. The product is [CH:11]1([NH:14][C:15](=[O:16])[NH:17][C:18]2[CH:19]=[CH:20][C:21]([C:24]3[N:25]=[C:26]([N:33]4[CH2:38][CH2:37][O:36][CH2:35][C@@H:34]4[CH3:39])[C:27]4[CH2:32][N:31]([C:8](=[O:10])[CH2:7][CH2:6][CH2:5][NH:4][C:1](=[O:3])[CH3:2])[CH2:30][C:28]=4[N:29]=3)=[CH:22][CH:23]=2)[CH2:13][CH2:12]1. The yield is 0.390. (7) The reactants are C(OC(=O)[NH:7][C:8]1[CH:13]=[C:12]([Cl:14])[C:11]([C:15]2[S:16][C:17]3[C:18]([NH:24][C:25]4[CH:30]=[C:29]([CH3:31])[N:28]=[CH:27][N:26]=4)=[N:19][CH:20]=[CH:21][C:22]=3[N:23]=2)=[C:10]([Cl:32])[CH:9]=1)(C)(C)C. The catalyst is Cl.O1CCOCC1. The product is [NH2:7][C:8]1[CH:9]=[C:10]([Cl:32])[C:11]([C:15]2[S:16][C:17]3[C:18]([NH:24][C:25]4[CH:30]=[C:29]([CH3:31])[N:28]=[CH:27][N:26]=4)=[N:19][CH:20]=[CH:21][C:22]=3[N:23]=2)=[C:12]([Cl:14])[CH:13]=1. The yield is 0.750. (8) The reactants are O.[OH-].[Li+].[Cl:4][C:5]1[N:6]=[CH:7][C:8]2[C:13]([I:14])=[CH:12][N:11]([C:15]([CH3:21])([CH3:20])[C:16]([O:18]C)=[O:17])[C:9]=2[N:10]=1. The catalyst is C1COCC1.O. The product is [Cl:4][C:5]1[N:6]=[CH:7][C:8]2[C:13]([I:14])=[CH:12][N:11]([C:15]([CH3:21])([CH3:20])[C:16]([OH:18])=[O:17])[C:9]=2[N:10]=1. The yield is 0.900. (9) The reactants are Cl[C:2]1[N:7]=[C:6]([N:8]2[CH2:13][CH2:12][O:11][CH2:10][C@H:9]2[CH3:14])[CH:5]=[C:4]([C:15]2([S:18]([CH3:21])(=[NH:20])=[O:19])[CH2:17][CH2:16]2)[N:3]=1.C(=O)([O-])[O-].[Na+].[Na+].CC1(C)C(C)(C)OB([C:36]2[CH:41]=[CH:40][N:39]=[C:38]3[N:42]([S:45]([C:48]4[CH:54]=[CH:53][C:51]([CH3:52])=[CH:50][CH:49]=4)(=[O:47])=[O:46])[CH:43]=[CH:44][C:37]=23)O1. The catalyst is COCCOC.O.Cl[Pd](Cl)([P](C1C=CC=CC=1)(C1C=CC=CC=1)C1C=CC=CC=1)[P](C1C=CC=CC=1)(C1C=CC=CC=1)C1C=CC=CC=1. The product is [CH3:14][C@@H:9]1[CH2:10][O:11][CH2:12][CH2:13][N:8]1[C:6]1[CH:5]=[C:4]([C:15]2([S:18]([CH3:21])(=[NH:20])=[O:19])[CH2:17][CH2:16]2)[N:3]=[C:2]([C:36]2[CH:41]=[CH:40][N:39]=[C:38]3[N:42]([S:45]([C:48]4[CH:54]=[CH:53][C:51]([CH3:52])=[CH:50][CH:49]=4)(=[O:46])=[O:47])[CH:43]=[CH:44][C:37]=23)[N:7]=1. The yield is 0.920.